This data is from Full USPTO retrosynthesis dataset with 1.9M reactions from patents (1976-2016). The task is: Predict the reactants needed to synthesize the given product. Given the product [Cl:1][C:2]1[CH:3]=[C:4]([C:8]2[N:12]=[C:11]([CH:13]([N:15]([CH:20]3[CH2:21][CH2:22]3)[C:16](=[N:18][CH3:19])[S:17][CH2:24][CH3:25])[CH3:14])[O:10][N:9]=2)[CH:5]=[CH:6][CH:7]=1, predict the reactants needed to synthesize it. The reactants are: [Cl:1][C:2]1[CH:3]=[C:4]([C:8]2[N:12]=[C:11]([CH:13]([N:15]([CH:20]3[CH2:22][CH2:21]3)[C:16]([NH:18][CH3:19])=[S:17])[CH3:14])[O:10][N:9]=2)[CH:5]=[CH:6][CH:7]=1.I[CH2:24][CH3:25].